From a dataset of Full USPTO retrosynthesis dataset with 1.9M reactions from patents (1976-2016). Predict the reactants needed to synthesize the given product. Given the product [Cl:1][C:2]1[CH:19]=[CH:18][C:5]([CH2:6][C:7]2[NH:8][C:9](=[O:17])[C:10]([C:15]#[N:16])=[C:11]([NH:24][CH:20]3[CH2:23][CH2:22][CH2:21]3)[N:12]=2)=[CH:4][CH:3]=1, predict the reactants needed to synthesize it. The reactants are: [Cl:1][C:2]1[CH:19]=[CH:18][C:5]([CH2:6][C:7]2[NH:8][C:9](=[O:17])[C:10]([C:15]#[N:16])=[C:11](SC)[N:12]=2)=[CH:4][CH:3]=1.[CH:20]1([NH2:24])[CH2:23][CH2:22][CH2:21]1.